Regression. Given a peptide amino acid sequence and an MHC pseudo amino acid sequence, predict their binding affinity value. This is MHC class I binding data. From a dataset of Peptide-MHC class I binding affinity with 185,985 pairs from IEDB/IMGT. The peptide sequence is GVGAVAMSL. The MHC is HLA-A68:02 with pseudo-sequence HLA-A68:02. The binding affinity (normalized) is 0.0393.